Dataset: Tyrosyl-DNA phosphodiesterase HTS with 341,365 compounds. Task: Binary Classification. Given a drug SMILES string, predict its activity (active/inactive) in a high-throughput screening assay against a specified biological target. (1) The compound is S(=O)(=O)(NCCC(=O)NCC(N1CCCC1)c1c(OC)cccc1)c1ccc(OCC)cc1. The result is 0 (inactive). (2) The compound is ClC1=C(Nc2cc(C(=O)N3C(CCCC3)C)ccc2)C(=O)N(Cc2ccccc2)C1=O. The result is 0 (inactive). (3) The compound is S(=O)(=O)(N(CC(=O)NCCSCc1occc1)c1c(OC)ccc(OC)c1)c1cc(OC)c(OC)cc1. The result is 0 (inactive). (4) The drug is ClC(Cl)(Cl)C(NC(=S)Nc1c(Cl)ccc(Cl)c1)NC(=O)c1occc1. The result is 0 (inactive). (5) The molecule is O=C(c1c(n(C2CC2)c(c1)C)C)COC(=O)c1c(n(nc1C)Cc1ccccc1)C. The result is 0 (inactive).